Dataset: Peptide-MHC class II binding affinity with 134,281 pairs from IEDB. Task: Regression. Given a peptide amino acid sequence and an MHC pseudo amino acid sequence, predict their binding affinity value. This is MHC class II binding data. (1) The peptide sequence is QVAFSYFPPPAAKED. The MHC is DRB1_1302 with pseudo-sequence DRB1_1302. The binding affinity (normalized) is 0.0343. (2) The peptide sequence is AFILDGDNLFPKS. The MHC is DRB3_0101 with pseudo-sequence DRB3_0101. The binding affinity (normalized) is 0.900. (3) The MHC is H-2-IAb with pseudo-sequence H-2-IAb. The binding affinity (normalized) is 0. The peptide sequence is LVSFLLLAGRSCGMY. (4) The peptide sequence is AAAYFVGYLKPTTFM. The MHC is DRB1_0101 with pseudo-sequence DRB1_0101. The binding affinity (normalized) is 0.799.